This data is from Reaction yield outcomes from USPTO patents with 853,638 reactions. The task is: Predict the reaction yield, written as a fraction of the theoretical maximum amount of product (1.0 means a 100% yield; for example, 0.34 means a 34% yield). (1) The reactants are C[O:2][C:3](=[O:23])[C@@H:4]([NH:9][C:10]([O:12][C:13]12[CH2:22][CH:17]3[CH2:18][CH:19]([CH2:21][CH:15]([CH2:16]3)[CH2:14]1)[CH2:20]2)=[O:11])[C:5]([CH3:8])([CH3:7])[CH3:6].O.[OH-].[Li+]. The catalyst is C1COCC1.CO.O. The product is [C:13]12([O:12][C:10]([NH:9][C@@H:4]([C:5]([CH3:8])([CH3:7])[CH3:6])[C:3]([OH:23])=[O:2])=[O:11])[CH2:14][CH:15]3[CH2:16][CH:17]([CH2:18][CH:19]([CH2:21]3)[CH2:20]1)[CH2:22]2. The yield is 0.850. (2) The reactants are [CH2:1]1[C:9]2[C:4](=[CH:5][CH:6]=[CH:7][CH:8]=2)[CH2:3][CH:2]1[C@H:10]1[NH:15][C:14](=[O:16])[C@@H:13]([CH:17]([CH2:20][CH3:21])[CH2:18][CH3:19])[N:12]([CH2:22][C:23]2[CH:37]=[CH:36][CH:35]=[CH:34][C:24]=2[C:25]([NH:27][CH:28]2[CH2:33][CH2:32][NH:31][CH2:30][CH2:29]2)=[O:26])[C:11]1=[O:38].C(=O)([O-])[O-].[K+].[K+].Br[CH2:46][CH2:47][O:48][CH3:49].ClCCl. The catalyst is CN(C)C=O. The product is [CH2:1]1[C:9]2[C:4](=[CH:5][CH:6]=[CH:7][CH:8]=2)[CH2:3][CH:2]1[C@H:10]1[NH:15][C:14](=[O:16])[C@@H:13]([CH:17]([CH2:20][CH3:21])[CH2:18][CH3:19])[N:12]([CH2:22][C:23]2[CH:37]=[CH:36][CH:35]=[CH:34][C:24]=2[C:25]([NH:27][CH:28]2[CH2:33][CH2:32][N:31]([CH2:46][CH2:47][O:48][CH3:49])[CH2:30][CH2:29]2)=[O:26])[C:11]1=[O:38]. The yield is 0.600. (3) The reactants are [CH3:1][O:2][C:3](=[O:21])[C:4]1[CH:9]=[CH:8][C:7]([C:10]([C:12]2[C:13]3[CH2:20][CH2:19][CH2:18][C:14]=3[S:15][C:16]=2[NH2:17])=O)=[CH:6][CH:5]=1.[CH:22]1([C:25](=[O:30])[CH2:26][C:27](=O)[CH3:28])[CH2:24][CH2:23]1. The catalyst is C(O)(=O)C.S(=O)(=O)(O)O. The product is [CH3:1][O:2][C:3](=[O:21])[C:4]1[CH:9]=[CH:8][C:7]([C:10]2[C:26]([C:25]([CH:22]3[CH2:24][CH2:23]3)=[O:30])=[C:27]([CH3:28])[N:17]=[C:16]3[S:15][C:14]4[CH2:18][CH2:19][CH2:20][C:13]=4[C:12]=23)=[CH:6][CH:5]=1. The yield is 0.280. (4) The reactants are [CH2:1]([C:5]1[N:6]=[C:7]([CH2:27][CH3:28])[NH:8][C:9](=[O:26])[C:10]=1[CH2:11][C:12]1[CH:17]=[CH:16][C:15]([C:18]2[C:19]([C:24]#[N:25])=[CH:20][CH:21]=[CH:22][CH:23]=2)=[CH:14][CH:13]=1)[CH2:2][CH2:3][CH3:4].[C:29]([O:32][CH2:33][C:34]([CH3:46])([CH3:45])[O:35][C:36]1[CH:41]=[CH:40][C:39](B(O)O)=[CH:38][CH:37]=1)(=[O:31])[CH3:30].C(N(CC)CC)C.N1C=CC=CC=1. The catalyst is ClCCl.C(OCC)(=O)C.C([O-])(=O)C.[Cu+2].C([O-])(=O)C. The product is [C:29]([O:32][CH2:33][C:34]([O:35][C:36]1[CH:37]=[CH:38][C:39]([N:8]2[C:9](=[O:26])[C:10]([CH2:11][C:12]3[CH:17]=[CH:16][C:15]([C:18]4[CH:23]=[CH:22][CH:21]=[CH:20][C:19]=4[C:24]#[N:25])=[CH:14][CH:13]=3)=[C:5]([CH2:1][CH2:2][CH2:3][CH3:4])[N:6]=[C:7]2[CH2:27][CH3:28])=[CH:40][CH:41]=1)([CH3:46])[CH3:45])(=[O:31])[CH3:30]. The yield is 0.760. (5) The reactants are [Cl:1][C:2]1[CH:7]=[CH:6][C:5]([O:8][C:9]2[CH:14]=[CH:13][C:12]([N+:15]([O-])=O)=[CH:11][C:10]=2[O:18][CH3:19])=[CH:4][C:3]=1[Cl:20].[Cl-].[NH4+]. The catalyst is O1CCCC1.O.[Fe]. The product is [Cl:20][C:3]1[CH:4]=[C:5]([CH:6]=[CH:7][C:2]=1[Cl:1])[O:8][C:9]1[CH:14]=[CH:13][C:12]([NH2:15])=[CH:11][C:10]=1[O:18][CH3:19]. The yield is 0.740. (6) The reactants are Cl[C:2]1[N:7]=[C:6]([N:8]2[CH2:13][CH2:12][O:11][CH2:10][CH2:9]2)[N:5]=[C:4]([N:14]2[CH2:19][CH2:18][O:17][CH2:16][CH2:15]2)[N:3]=1.[C:20]([C:22]1[CH:23]=[C:24](B2OC(C)(C)C(C)(C)O2)[CH:25]=[CH:26][CH:27]=1)#[N:21]. The catalyst is CCCCCC.C(OCC)(=O)C. The product is [O:17]1[CH2:18][CH2:19][N:14]([C:4]2[N:5]=[C:6]([N:8]3[CH2:13][CH2:12][O:11][CH2:10][CH2:9]3)[N:7]=[C:2]([C:26]3[CH:27]=[C:22]([CH:23]=[CH:24][CH:25]=3)[C:20]#[N:21])[N:3]=2)[CH2:15][CH2:16]1. The yield is 0.570.